From a dataset of Full USPTO retrosynthesis dataset with 1.9M reactions from patents (1976-2016). Predict the reactants needed to synthesize the given product. (1) Given the product [CH2:23]([O:30][N:31]1[C:37](=[O:38])[N:36]2[CH2:39][C@H:32]1[CH2:33][CH2:34][C@H:35]2[C:40]1[S:10][C:44]([CH:46]2[CH2:51][CH2:50][N:49]([C:52]([O:54][C:55]([CH3:58])([CH3:57])[CH3:56])=[O:53])[CH2:48][CH2:47]2)=[N:43][N:42]=1)[C:24]1[CH:29]=[CH:28][CH:27]=[CH:26][CH:25]=1, predict the reactants needed to synthesize it. The reactants are: COC1C=CC(P2(SP(C3C=CC(OC)=CC=3)(=S)S2)=[S:10])=CC=1.[CH2:23]([O:30][N:31]1[C:37](=[O:38])[N:36]2[CH2:39][C@H:32]1[CH2:33][CH2:34][C@H:35]2[C:40]([NH:42][NH:43][C:44]([CH:46]1[CH2:51][CH2:50][N:49]([C:52]([O:54][C:55]([CH3:58])([CH3:57])[CH3:56])=[O:53])[CH2:48][CH2:47]1)=O)=O)[C:24]1[CH:29]=[CH:28][CH:27]=[CH:26][CH:25]=1.C([O-])(O)=O.[Na+]. (2) Given the product [NH:15]1[C:16]2[C:21](=[CH:20][CH:19]=[CH:18][CH:17]=2)[C:13]([CH2:12][C@@H:11]([CH3:29])[CH2:10][C:6]2([OH:9])[CH2:7][CH2:8][C:3]([N:2]([CH3:36])[CH3:1])([C:30]3[CH:31]=[CH:32][CH:33]=[CH:34][CH:35]=3)[CH2:4][CH2:5]2)=[CH:14]1, predict the reactants needed to synthesize it. The reactants are: [CH3:1][N:2]([CH3:36])[C:3]1([C:30]2[CH:35]=[CH:34][CH:33]=[CH:32][CH:31]=2)[CH2:8][CH2:7][C:6]([CH2:10][C@H:11]([CH3:29])[CH2:12][C:13]2[C:21]3[C:16](=[CH:17][CH:18]=[CH:19][CH:20]=3)[NH:15][C:14]=2[Si](CC)(CC)CC)([OH:9])[CH2:5][CH2:4]1.O.O.O.[F-].C([N+](CCCC)(CCCC)CCCC)CCC. (3) Given the product [CH3:15][O:14][C:10]1[CH:9]=[C:8]([C:6]2[N:7]=[C:2]([NH:38][C:35]3[CH:36]=[CH:37][C:29]4[O:28][CH2:33][CH2:32][NH:31][C:30]=4[CH:34]=3)[C:3]3[NH:18][N:17]=[CH:16][C:4]=3[N:5]=2)[CH:13]=[CH:12][CH:11]=1, predict the reactants needed to synthesize it. The reactants are: Cl[C:2]1[C:3]2[C:4](=[CH:16][N:17](CC3C=CC(OC)=CC=3)[N:18]=2)[N:5]=[C:6]([C:8]2[CH:13]=[CH:12][CH:11]=[C:10]([O:14][CH3:15])[CH:9]=2)[N:7]=1.[O:28]1[CH2:33][CH2:32][NH:31][C:30]2[CH:34]=[C:35]([NH2:38])[CH:36]=[CH:37][C:29]1=2.Cl. (4) Given the product [CH3:19][C:4]1[C:5]([C:13]2[CH:18]=[CH:17][CH:16]=[CH:15][CH:14]=2)=[C:6]2[CH2:11][CH2:10][O:9][C:8](=[O:12])[C:7]2=[CH:2][N:3]=1, predict the reactants needed to synthesize it. The reactants are: Cl[C:2]1[N:3]=[C:4]([CH3:19])[C:5]([C:13]2[CH:18]=[CH:17][CH:16]=[CH:15][CH:14]=2)=[C:6]2[CH2:11][CH2:10][O:9][C:8](=[O:12])[C:7]=12.C([O-])(=O)C.[Na+].[H][H]. (5) Given the product [N:25]1([C:23]([C:20]2[CH:21]=[CH:22][C:17]([C:14]3[CH:15]=[CH:16][C:10]4[O:9][C:8]([CH2:7][CH2:6][N:34]5[CH2:35][CH2:36][C@@H:32]([OH:31])[CH2:33]5)=[CH:12][C:11]=4[CH:13]=3)=[N:18][CH:19]=2)=[O:24])[CH2:30][CH2:29][O:28][CH2:27][CH2:26]1, predict the reactants needed to synthesize it. The reactants are: CS(O[CH2:6][CH2:7][C:8]1[O:9][C:10]2[CH:16]=[CH:15][C:14]([C:17]3[CH:22]=[CH:21][C:20]([C:23]([N:25]4[CH2:30][CH2:29][O:28][CH2:27][CH2:26]4)=[O:24])=[CH:19][N:18]=3)=[CH:13][C:11]=2[CH:12]=1)(=O)=O.[OH:31][C@@H:32]1[CH2:36][CH2:35][NH:34][CH2:33]1. (6) Given the product [CH3:11][O:12][C:13]([C:15]1[NH:19][C:18]2[C:20]([Br:23])=[CH:21][S:22][C:17]=2[C:16]=1[I:9])=[O:14], predict the reactants needed to synthesize it. The reactants are: ClN1C(=O)CCC1=O.[I-:9].[Na+].[CH3:11][O:12][C:13]([C:15]1[NH:19][C:18]2[C:20]([Br:23])=[CH:21][S:22][C:17]=2[CH:16]=1)=[O:14].[O-]S([O-])=O.[Na+].[Na+].